Dataset: Full USPTO retrosynthesis dataset with 1.9M reactions from patents (1976-2016). Task: Predict the reactants needed to synthesize the given product. (1) Given the product [ClH:31].[CH:1]1([CH2:4][NH:5][C@@H:13]2[CH2:15][C@H:14]2[C:16]2[CH:17]=[C:18]([CH:19]=[CH:20][CH:21]=2)[C:22]([NH:23][CH:24]2[CH2:29][CH2:28][O:27][CH2:26][CH2:25]2)=[O:30])[CH2:3][CH2:2]1, predict the reactants needed to synthesize it. The reactants are: [CH:1]1([CH2:4][N:5]([C@@H:13]2[CH2:15][C@H:14]2[C:16]2[CH:21]=[CH:20][CH:19]=[C:18]([C:22](=[O:30])[NH:23][CH:24]3[CH2:29][CH2:28][O:27][CH2:26][CH2:25]3)[CH:17]=2)C(=O)OC(C)(C)C)[CH2:3][CH2:2]1.[ClH:31].C(OCC)(=O)C. (2) Given the product [O:19]=[C:20]([NH:16][C:9]1[C:8]2[C:12](=[CH:13][CH:14]=[CH:15][C:7]=2[C:4]2[CH:3]=[CH:2][N:1]=[CH:6][CH:5]=2)[NH:11][N:10]=1)[CH2:21][C:25]([CH:27]1[CH2:28][CH2:29][N:30]([C:33]([O:35][C:36]([CH3:39])([CH3:38])[CH3:37])=[O:34])[CH2:31][CH2:32]1)=[O:26], predict the reactants needed to synthesize it. The reactants are: [N:1]1[CH:6]=[CH:5][C:4]([C:7]2[CH:15]=[CH:14][CH:13]=[C:12]3[C:8]=2[C:9]([NH2:16])=[N:10][NH:11]3)=[CH:3][CH:2]=1.CC1(C)OC(=O)[CH:21]([C:25]([CH:27]2[CH2:32][CH2:31][N:30]([C:33]([O:35][C:36]([CH3:39])([CH3:38])[CH3:37])=[O:34])[CH2:29][CH2:28]2)=[O:26])[C:20](=O)[O:19]1.